This data is from hERG potassium channel inhibition data for cardiac toxicity prediction from Karim et al.. The task is: Regression/Classification. Given a drug SMILES string, predict its toxicity properties. Task type varies by dataset: regression for continuous values (e.g., LD50, hERG inhibition percentage) or binary classification for toxic/non-toxic outcomes (e.g., AMES mutagenicity, cardiotoxicity, hepatotoxicity). Dataset: herg_karim. (1) The molecule is Clc1ccc(CNCCOc2ccc3ccccc3c2Cl)o1. The result is 1 (blocker). (2) The drug is Cc1ccc(-c2ccc(-c3ccc4cc(CCN5CCC[C@H]5C)ccc4n3)s2)s1. The result is 1 (blocker). (3) The drug is C[C@H](NC(=O)C(C)(C)Oc1ccc(C(F)(F)F)cn1)[C@@H](Cc1ccc(Cl)cc1)c1cccc(C#N)c1. The result is 0 (non-blocker). (4) The compound is CCN(CC)C(=O)c1ccc(C2=CC3(CCCNCC3)Oc3ccccc32)cc1. The result is 0 (non-blocker). (5) The molecule is CCCCN1CCC2(CC1)OC(OC)c1c2cnn1-c1ccccc1. The result is 1 (blocker). (6) The drug is Cc1ccc(F)cc1COC1CCc2ccc(N3CCNCC3C)nc21. The result is 1 (blocker).